This data is from B-cell epitopes from IEDB database with 3,159 antigens for binding position prediction. The task is: Token-level Classification. Given an antigen amino acid sequence, predict which amino acid positions are active epitope sites capable of antibody binding. Output is a list of indices for active positions. (1) Given the antigen sequence: MAPPAKRARRGLVPPGYKYLGPGNSLDQGEPTNPSDAAAKEHDEAYAAYLRSGKNPYLYFSPADQRFIDQTKDAKDWGGKIGHYFFRAKKAIAPVLTDTPDHPSTSRPTKPTKRSKPPPHIFINLAKKKKAGAGQVKRDNLAPMSDGAVQPDGGQPAVRNERATGSGNGSGGGGGGGSGGVGISTGTFNNQTEFKFLENGWVEITANSSRLVHLNMPESENYRRVVVNNLDKTAVNGNMALDDTHAQIVTPWSLVDANAWGVWFNPEDWQLIVNTMSELHLVSFEQEIFNVVLKTVSESATQPPTKVYNNDLTASLMVALDSNNTMPFTPAAMRSETLGFYPWKPTIPTPWRYYFQWDRTLIPSHTGTSGTPTNIYHGTDPDDVQFYTIENSVPVHLLRTGDEFATGTFFFDCKPCRLTHTWQTNRALGLPPFLNSLPQAEGGTNFGYIGVQQDKRRGVTQMGKTNYITEATIMRPAEVGYSAPYYSFEASTQGPFKTPI..., which amino acid positions are active epitope sites? The epitope positions are: [133, 134, 135, 136, 137, 138, 139, 140, 141, 142, 143, 144, 145, 146, 147]. The amino acids at these positions are: GQVKRDNLAPMSDGA. (2) Given the antigen sequence: EKNKIRPRGQRDSSYYWKMEASEVMLSTRIGSGSFGTVYKGKWHGDVAVKILKVVDPTPEQLQAFRNEVAVLRKTRHVNILLFMGYMTKDNLAIVTQWCEGSSLYKHLHVQETKFQMFQLIDIARQTAQGMDYLHAKNIIHRDMKSNNIFLHEGLTVKIGDFGLATVKSRWSGSQQVEQPTGSVLWMAPEVIRMQDDNPFSFQSDVYSYGIVLYELMAGELPYAHINNRDQIIFMVGRGYASPDLSRLYKNCPKAIKRLVADCVKKVKEERPLFPQILSSIELLQHSLPKINRSAPEPSLHRAAHTEDINACTLTTSPRLPVF, which amino acid positions are active epitope sites? The epitope positions are: [288, 289, 290, 291, 292, 293, 294, 295, 296, 297, 298, 299]. The amino acids at these positions are: PKINRSAPEPSL. (3) Given the antigen sequence: MATRPSSLVDSLEDEEDPQTLRRERSGSPRPRKIPRNALTQPVDQLLKDLRKNPSMISDPDQRTGREQLSNDELIKKLVTELAENSMIEAEEVRGTLGDISARIEAGFESLSALQVETIQTAQRCDHSDSIRVLGENIKILDRSMKTMMETMKLMMEKVDLLYASTAVGTSAPMLPSHPAPPRIYPQLPSAPTADEWDIIP, which amino acid positions are active epitope sites? The epitope positions are: [45, 46, 47, 48, 49, 50, 51, 52]. The amino acids at these positions are: LLKDLRKN. (4) Given the antigen sequence: MSTNPKPQRKTKRNTNRRPQDVKFPGGGQIVGGVYLLPRRGPRLGVRATRKTSERSQPRGRRQPIPKDRRSTGKSWGKPGYPWPLYGNEGCGWAGWLLSPRGSRPTWGPTDPRHRSRNLGRVIDTITCGFADLMGYIPVVGAPVGGVARALAHGVRVLEDGINYATGNLPGCSFSIFLLALLSCVTVPVSAVEIRNISTSYYATNDCSNNSITWQLTNAVLHLPGCVPCENDNGTLRCWIQVTPNVAVKHRGALTHNLRTHVDVIVMAATVCSALYVGDVCGAVMIVSQAFIISPQHHNFTQECNCSIYQGHITGHRMAWDMMLNWSPTLTMILAYAARIPELVLEVVFGGHWGVAFGLAYFSMQGAWAKVIAILLLVAGVDATTYAIGAVTGNTIQRFTGLFSPGASQKISLINTNGSWHINRTALNCNDSLHTGFLASLFYVRNFNSSGCPERMSSCRGLDDFRIGWGALEYETNVTNDEDMRPYCWHYPPKPCGIVS..., which amino acid positions are active epitope sites? The epitope positions are: [411, 412, 413, 414, 415, 416, 417, 418, 419, 420, 421, 422]. The amino acids at these positions are: SLINTNGSWHIN. (5) Given the antigen sequence: SELPQPSIDFEQFSNMIQCTIPCGSECLAYMDYGCYCGPGGSGTPIDDLDRCCKTHDECYAEAGKLSACKSVLSEPNNDTYSYECNEGQLTCNDDNDECKAFICNCDRTAVTCFAGAPYNDDLYNIGMIECHK, which amino acid positions are active epitope sites? The epitope positions are: [74, 75, 76, 77, 78, 79, 80, 81, 82]. The amino acids at these positions are: EPNNDTYSY.